Dataset: Full USPTO retrosynthesis dataset with 1.9M reactions from patents (1976-2016). Task: Predict the reactants needed to synthesize the given product. (1) Given the product [CH2:1]([O:3][C:4]([C:6]1[CH:7]=[N:8][C:9]2[C:14]([CH:15]=1)=[CH:13][C:12]([C:17]#[N:18])=[CH:11][CH:10]=2)=[O:5])[CH3:2], predict the reactants needed to synthesize it. The reactants are: [CH2:1]([O:3][C:4]([C:6]1[CH:7]=[N:8][C:9]2[C:14]([C:15]=1Cl)=[CH:13][C:12]([C:17]#[N:18])=[CH:11][CH:10]=2)=[O:5])[CH3:2].C(N(CC)CC)C. (2) Given the product [CH3:1][N:2]([C:4]([NH:6][C:7]([NH2:9])=[NH:8])=[NH:5])[CH3:3].[C:13]([O-:21])(=[O:20])[CH:14]([CH2:16][C:17]([O-:19])=[O:18])[OH:15], predict the reactants needed to synthesize it. The reactants are: [CH3:1][N:2]([C:4]([N:6]=[C:7]([NH2:9])[NH2:8])=[NH:5])[CH3:3].Cl.[OH-].[Na+].[C:13]([OH:21])(=[O:20])[CH:14]([CH2:16][C:17]([OH:19])=[O:18])[OH:15].CO. (3) The reactants are: [N:1]([CH2:4][C:5]1[C:6]([NH:12][CH2:13][C:14]([CH3:17])([CH3:16])[CH3:15])=[N:7][C:8]([Cl:11])=[N:9][CH:10]=1)=[N+]=[N-].C1(P(C2C=CC=CC=2)C2C=CC=CC=2)C=CC=CC=1. Given the product [ClH:11].[ClH:11].[NH2:1][CH2:4][C:5]1[C:6]([NH:12][CH2:13][C:14]([CH3:17])([CH3:16])[CH3:15])=[N:7][C:8]([Cl:11])=[N:9][CH:10]=1, predict the reactants needed to synthesize it. (4) Given the product [CH2:1]([N:8]1[C:17]([C:11]2[CH:16]=[CH:15][CH:14]=[CH:13][CH:12]=2)=[CH:18][N:10]=[N:9]1)[C:2]1[CH:7]=[CH:6][CH:5]=[CH:4][CH:3]=1, predict the reactants needed to synthesize it. The reactants are: [CH2:1]([N:8]=[N+:9]=[N-:10])[C:2]1[CH:7]=[CH:6][CH:5]=[CH:4][CH:3]=1.[C:11]1([C:17]#[CH:18])[CH:16]=[CH:15][CH:14]=[CH:13][CH:12]=1. (5) Given the product [O:17]=[C:16]1[C:15]([CH2:18][C:19]2[CH:24]=[CH:23][C:22]([C:25]3[C:26]([C:31]#[N:32])=[CH:27][CH:28]=[CH:29][CH:30]=3)=[CH:21][CH:20]=2)=[C:14]([CH2:33][CH2:34][CH3:35])[N:13]2[N:36]=[CH:37][N:38]=[C:12]2[N:11]1[C@H:8]1[CH2:7][CH2:6][C@H:5]([O:4][CH2:3][CH:2]=[O:1])[CH2:10][CH2:9]1, predict the reactants needed to synthesize it. The reactants are: [OH:1][CH2:2][CH2:3][O:4][C@H:5]1[CH2:10][CH2:9][C@H:8]([N:11]2[C:16](=[O:17])[C:15]([CH2:18][C:19]3[CH:24]=[CH:23][C:22]([C:25]4[C:26]([C:31]#[N:32])=[CH:27][CH:28]=[CH:29][CH:30]=4)=[CH:21][CH:20]=3)=[C:14]([CH2:33][CH2:34][CH3:35])[N:13]3[N:36]=[CH:37][N:38]=[C:12]23)[CH2:7][CH2:6]1.C(N(CC)CC)C.Cl. (6) Given the product [Si:7]([O:14][C@@H:15]([C@@H:17]1[C@@H:20]([C@@H:21]([CH3:40])[C:22]([C:24]2[S:28][C:27]3=[C:29]([C:32]([C:34]4[CH:35]=[N:36][CH:37]=[CH:38][CH:39]=4)=[O:33])[N:30]=[CH:31][N:26]3[CH:25]=2)=[O:23])[N:19]([CH:41]([C:43]([O:45][CH2:46][C:47]2[CH:52]=[CH:51][C:50]([N+:53]([O-:55])=[O:54])=[CH:49][CH:48]=2)=[O:44])[Cl:59])[C:18]1=[O:56])[CH3:16])([C:10]([CH3:13])([CH3:12])[CH3:11])([CH3:9])[CH3:8], predict the reactants needed to synthesize it. The reactants are: N1C=CC=CC=1.[Si:7]([O:14][C@@H:15]([C@@H:17]1[C@@H:20]([C@@H:21]([CH3:40])[C:22]([C:24]2[S:28][C:27]3=[C:29]([C:32]([C:34]4[CH:35]=[N:36][CH:37]=[CH:38][CH:39]=4)=[O:33])[N:30]=[CH:31][N:26]3[CH:25]=2)=[O:23])[N:19]([CH:41]([C:43]([O:45][CH2:46][C:47]2[CH:52]=[CH:51][C:50]([N+:53]([O-:55])=[O:54])=[CH:49][CH:48]=2)=[O:44])O)[C:18]1=[O:56])[CH3:16])([C:10]([CH3:13])([CH3:12])[CH3:11])([CH3:9])[CH3:8].S(Cl)([Cl:59])=O. (7) Given the product [C:34]1([N:25]2[C:24]3[CH:23]=[CH:22][C:21]([C:17]4[CH:18]=[CH:19][C:20]5[N:8]([C:5]6[CH:6]=[CH:7][C:2]([C:12]7[CH:11]=[CH:10][C:9]8[N:8]([C:5]9[CH:6]=[CH:7][CH:2]=[CH:3][CH:4]=9)[C:45]9[C:40]([C:46]=8[CH:13]=7)=[CH:41][CH:42]=[CH:43][CH:44]=9)=[CH:3][CH:4]=6)[C:9]6[C:14]([C:15]=5[CH:16]=4)=[CH:13][CH:12]=[CH:11][CH:10]=6)=[CH:33][C:32]=3[C:31]3[C:26]2=[CH:27][CH:28]=[CH:29][CH:30]=3)[CH:39]=[CH:38][CH:37]=[CH:36][CH:35]=1, predict the reactants needed to synthesize it. The reactants are: Br[C:2]1[CH:7]=[CH:6][C:5]([N:8]2[C:20]3[CH:19]=[CH:18][C:17]([C:21]4[CH:22]=[CH:23][C:24]5[N:25]([C:34]6[CH:39]=[CH:38][CH:37]=[CH:36][CH:35]=6)[C:26]6[C:31]([C:32]=5[CH:33]=4)=[CH:30][CH:29]=[CH:28][CH:27]=6)=[CH:16][C:15]=3[C:14]3[C:9]2=[CH:10][CH:11]=[CH:12][CH:13]=3)=[CH:4][CH:3]=1.[C:40]1([CH3:46])[CH:45]=[CH:44][CH:43]=[CH:42][CH:41]=1.C(=O)([O-])[O-].[K+].[K+]. (8) Given the product [ClH:20].[CH3:19][C:16]1([CH3:18])[C:15]2[N:14]=[C:13]([CH:21]([CH3:22])[CH2:23][CH3:24])[CH:12]=[CH:11][C:10]=2[CH2:9][NH:8][CH2:17]1, predict the reactants needed to synthesize it. The reactants are: C([N:8]1[CH2:17][C:16]([CH3:19])([CH3:18])[C:15]2[N:14]=[C:13]([Cl:20])[CH:12]=[CH:11][C:10]=2[CH2:9]1)C1C=CC=CC=1.[CH:21]([Mg]Br)([CH2:23][CH3:24])[CH3:22]. (9) Given the product [Br:2][C:3]1[CH:4]=[C:5]([CH:12]=[CH:13][C:14]=1[C:15]([P:18]([O:20][CH2:21][CH3:22])([O:23][CH2:24][CH3:25])=[O:19])([F:16])[F:17])[CH2:6][C@@H:7]([C:9]([OH:11])=[O:10])[NH:8][C:31]([O:32][CH2:33][CH:34]1[C:35]2[CH:36]=[CH:37][CH:38]=[CH:39][C:40]=2[C:41]2[C:46]1=[CH:45][CH:44]=[CH:43][CH:42]=2)=[O:47], predict the reactants needed to synthesize it. The reactants are: Cl.[Br:2][C:3]1[CH:4]=[C:5]([CH:12]=[CH:13][C:14]=1[C:15]([P:18]([O:23][CH2:24][CH3:25])([O:20][CH2:21][CH3:22])=[O:19])([F:17])[F:16])[CH2:6][C@@H:7]([C:9]([OH:11])=[O:10])[NH2:8].C(=O)(O)[O-].[Na+].[C:31](=O)([O:47]C1C(F)=C(F)C(F)=C(F)C=1F)[O:32][CH2:33][CH:34]1[C:46]2[CH:45]=[CH:44][CH:43]=[CH:42][C:41]=2[C:40]2[C:35]1=[CH:36][CH:37]=[CH:38][CH:39]=2.